Task: Predict the reaction yield, written as a fraction of the theoretical maximum amount of product (1.0 means a 100% yield; for example, 0.34 means a 34% yield).. Dataset: Reaction yield outcomes from USPTO patents with 853,638 reactions (1) The reactants are C([O:3][C:4](=[O:44])[C:5]([NH:7][C:8]1[CH:9]=[C:10]([C:24]2[CH:29]=[CH:28][C:27]([CH2:30][C:31]3[C:35]4[CH:36]=[CH:37][CH:38]=[CH:39][C:34]=4[O:33][C:32]=3[CH2:40][CH2:41][CH2:42][CH3:43])=[CH:26][CH:25]=2)[CH:11]=[CH:12][C:13]=1[O:14][CH2:15][CH2:16][CH2:17][C:18]1[CH:23]=[CH:22][CH:21]=[CH:20][CH:19]=1)=[O:6])C.[OH-].[Na+].Cl. The catalyst is C(O)C. The product is [CH2:40]([C:32]1[O:33][C:34]2[CH:39]=[CH:38][CH:37]=[CH:36][C:35]=2[C:31]=1[CH2:30][C:27]1[CH:28]=[CH:29][C:24]([C:10]2[CH:11]=[CH:12][C:13]([O:14][CH2:15][CH2:16][CH2:17][C:18]3[CH:19]=[CH:20][CH:21]=[CH:22][CH:23]=3)=[C:8]([NH:7][C:5](=[O:6])[C:4]([OH:44])=[O:3])[CH:9]=2)=[CH:25][CH:26]=1)[CH2:41][CH2:42][CH3:43]. The yield is 0.280. (2) The reactants are C([O:8][C:9]1[CH:18]=[CH:17][C:16]2[C:11](=[N:12][C:13]([O:19][CH2:20][CH2:21][CH2:22][N:23]3[CH2:28][CH2:27][N:26]([C:29]4[CH:34]=[CH:33][CH:32]=[C:31]([Cl:35])[C:30]=4[Cl:36])[CH2:25][CH2:24]3)=[CH:14][CH:15]=2)[N:10]=1)C1C=CC=CC=1. The catalyst is CO.[Pd]. The product is [Cl:36][C:30]1[C:31]([Cl:35])=[CH:32][CH:33]=[CH:34][C:29]=1[N:26]1[CH2:25][CH2:24][N:23]([CH2:22][CH2:21][CH2:20][O:19][C:13]2[N:12]=[C:11]3[C:16]([CH:17]=[CH:18][C:9](=[O:8])[NH:10]3)=[CH:15][CH:14]=2)[CH2:28][CH2:27]1. The yield is 0.600.